From a dataset of Forward reaction prediction with 1.9M reactions from USPTO patents (1976-2016). Predict the product of the given reaction. (1) Given the reactants [CH3:1][NH2:2].[F:3][C@H:4]1[CH2:21][C@@:19]2([CH3:20])[C@@H:15]([CH2:16][CH2:17][C:18]2=[O:22])[C@H:14]2[C@H:5]1[C:6]1[CH:7]=[CH:8][C:9]([OH:30])=[CH:10][C:11]=1[CH2:12][C@H:13]2[CH2:23][CH2:24][CH2:25][CH2:26][CH2:27][CH2:28]I, predict the reaction product. The product is: [F:3][C@H:4]1[CH2:21][C@@:19]2([CH3:20])[C@@H:15]([CH2:16][CH2:17][C:18]2=[O:22])[C@H:14]2[C@H:5]1[C:6]1[CH:7]=[CH:8][C:9]([OH:30])=[CH:10][C:11]=1[CH2:12][C@H:13]2[CH2:23][CH2:24][CH2:25][CH2:26][CH:27]([NH:2][CH3:1])[CH3:28]. (2) Given the reactants [CH3:1][C:2](=[O:6])[CH:3]=[CH:4][CH3:5].Cl[Mg][CH2:9][Si:10]([CH3:13])([CH3:12])[CH3:11], predict the reaction product. The product is: [CH3:5][CH:4]([CH2:9][Si:10]([CH3:13])([CH3:12])[CH3:11])[CH2:3][C:2](=[O:6])[CH3:1]. (3) Given the reactants [N:1]1[C:9]([NH2:10])=[C:8]2[C:4]([N:5]=[CH:6][NH:7]2)=[N:3][CH:2]=1.[Br:11]Br.N, predict the reaction product. The product is: [Br:11][C:6]1[NH:7][C:8]2[C:4](=[N:3][CH:2]=[N:1][C:9]=2[NH2:10])[N:5]=1. (4) Given the reactants Cl.[NH2:2][C:3]1[CH:4]=[C:5]([C:9]2[C:17]3[S:16][C:15]([C:18]([NH:20][C@@H:21]4[CH:26]5[CH2:27][CH2:28][N:23]([CH2:24][CH2:25]5)[CH2:22]4)=[O:19])=[CH:14][C:13]=3[CH:12]=[CH:11][CH:10]=2)[CH:6]=[CH:7][CH:8]=1.[C:29]([Cl:34])(=[O:33])[CH:30]([CH3:32])[CH3:31], predict the reaction product. The product is: [ClH:34].[N:23]12[CH2:24][CH2:25][CH:26]([CH2:27][CH2:28]1)[C@@H:21]([NH:20][C:18]([C:15]1[S:16][C:17]3[C:9]([C:5]4[CH:6]=[CH:7][CH:8]=[C:3]([NH:2][C:29](=[O:33])[CH:30]([CH3:32])[CH3:31])[CH:4]=4)=[CH:10][CH:11]=[CH:12][C:13]=3[CH:14]=1)=[O:19])[CH2:22]2. (5) Given the reactants [CH2:1]([O:5][C:6]1[N:14]=[C:13]2[C:9]([N:10]=[C:11]([O:29]C)[N:12]2[CH2:15][CH2:16][N:17]2[CH2:22][CH2:21][N:20]([CH:23]3[CH2:28][CH2:27][CH2:26][CH2:25][CH2:24]3)[CH2:19][CH2:18]2)=[C:8]([NH2:31])[N:7]=1)[CH2:2][CH2:3][CH3:4].CO.[ClH:34], predict the reaction product. The product is: [ClH:34].[ClH:34].[NH2:31][C:8]1[N:7]=[C:6]([O:5][CH2:1][CH2:2][CH2:3][CH3:4])[N:14]=[C:13]2[C:9]=1[NH:10][C:11](=[O:29])[N:12]2[CH2:15][CH2:16][N:17]1[CH2:18][CH2:19][N:20]([CH:23]2[CH2:24][CH2:25][CH2:26][CH2:27][CH2:28]2)[CH2:21][CH2:22]1. (6) Given the reactants [NH2:1][C:2]1[CH:7]=[C:6]([Br:8])[CH:5]=[CH:4][C:3]=1[NH:9][C:10]([C@@H:12]([NH:17][C:18](=[O:24])[O:19][C:20]([CH3:23])([CH3:22])[CH3:21])[C@H:13]([O:15][CH3:16])[CH3:14])=O.O1CCOCC1, predict the reaction product. The product is: [Br:8][C:6]1[CH:5]=[CH:4][C:3]2[NH:9][C:10]([C@@H:12]([NH:17][C:18](=[O:24])[O:19][C:20]([CH3:23])([CH3:22])[CH3:21])[C@H:13]([O:15][CH3:16])[CH3:14])=[N:1][C:2]=2[CH:7]=1. (7) Given the reactants [C:1]([BH3-])#[N:2].[Na+].[C:5]([C:8]1[CH:9]=[C:10]([NH:15][C:16]([C:18]2N(C)[N:21]=[C:20]([C:24]([F:30])([F:29])[C:25]([F:28])([F:27])[F:26])[C:19]=2[C:31]([F:34])([F:33])[F:32])=[O:17])[CH:11]=[CH:12][C:13]=1[Cl:14])(=O)[CH3:6].C([O-])(=O)C.[NH4+:39].[Cl-].[Na+], predict the reaction product. The product is: [NH2:39][CH:5]([C:8]1[CH:9]=[C:10]([NH:15][C:16]([C:18]2[N:2]([CH3:1])[N:21]=[C:20]([C:24]([F:30])([F:29])[C:25]([F:28])([F:26])[F:27])[C:19]=2[C:31]([F:32])([F:34])[F:33])=[O:17])[CH:11]=[CH:12][C:13]=1[Cl:14])[CH3:6]. (8) The product is: [C:16]([NH:24][C:25]1[CH:34]=[C:33]([S:15][CH2:8][C:9]2[CH:14]=[CH:13][CH:12]=[CH:11][CH:10]=2)[CH:32]=[CH:31][C:26]=1[C:27]([O:29][CH3:30])=[O:28])(=[O:23])[C:17]1[CH:18]=[CH:19][CH:20]=[CH:21][CH:22]=1. Given the reactants C(N(CC)CC)C.[CH2:8]([SH:15])[C:9]1[CH:14]=[CH:13][CH:12]=[CH:11][CH:10]=1.[C:16]([NH:24][C:25]1[CH:34]=[C:33](I)[CH:32]=[CH:31][C:26]=1[C:27]([O:29][CH3:30])=[O:28])(=[O:23])[C:17]1[CH:22]=[CH:21][CH:20]=[CH:19][CH:18]=1, predict the reaction product. (9) The product is: [CH2:11]([O:10][C:8](=[O:9])[CH2:7][CH2:6][C:30]1[C:25]([C:24]([O:32][CH3:33])=[O:31])=[CH:26][N:27]=[CH:28][CH:29]=1)[CH3:12]. Given the reactants BrCCBr.I[CH2:6][CH2:7][C:8]([O:10][CH2:11][CH3:12])=[O:9].[Cu]C#N.[Cl-].[Li+].C(Cl)(=O)OCC.[C:24]([O:32][CH3:33])(=[O:31])[C:25]1[CH:30]=[CH:29][CH:28]=[N:27][CH:26]=1.[S], predict the reaction product. (10) Given the reactants [C:1]([O:5][C:6]([NH:8][CH:9]1[CH2:14][CH2:13][N:12]([C:15]2[N:16]([CH2:39][C:40](O)=[O:41])[C:17](=[O:38])[C:18]([C:30]3[CH:35]=[CH:34][C:33]([O:36][CH3:37])=[CH:32][CH:31]=3)=[C:19]([C:21]3[CH:26]=[CH:25][C:24]([C:27]#[N:28])=[C:23]([F:29])[CH:22]=3)[N:20]=2)[CH2:11][CH2:10]1)=[O:7])([CH3:4])([CH3:3])[CH3:2].[NH4+].[Cl-].C[N:46](C(ON1N=NC2C=CC=NC1=2)=[N+](C)C)C.F[P-](F)(F)(F)(F)F.CCN(C(C)C)C(C)C, predict the reaction product. The product is: [C:1]([O:5][C:6](=[O:7])[NH:8][CH:9]1[CH2:10][CH2:11][N:12]([C:15]2[N:16]([CH2:39][C:40](=[O:41])[NH2:46])[C:17](=[O:38])[C:18]([C:30]3[CH:35]=[CH:34][C:33]([O:36][CH3:37])=[CH:32][CH:31]=3)=[C:19]([C:21]3[CH:26]=[CH:25][C:24]([C:27]#[N:28])=[C:23]([F:29])[CH:22]=3)[N:20]=2)[CH2:13][CH2:14]1)([CH3:3])([CH3:2])[CH3:4].